Dataset: Forward reaction prediction with 1.9M reactions from USPTO patents (1976-2016). Task: Predict the product of the given reaction. (1) Given the reactants [NH2:1][C:2]1[N:7]([CH3:8])[C:6](=[O:9])[NH:5][C:4](=[O:10])[C:3]=1[N:11]([CH2:26][C:27]1[CH:32]=[CH:31][C:30]([Cl:33])=[CH:29][CH:28]=1)[C:12](=O)[C:13]1[CH:18]=[C:17]([CH3:19])[CH:16]=[CH:15][C:14]=1[O:20][CH2:21][CH2:22][CH:23]=[CH2:24].[OH-].[Na+], predict the reaction product. The product is: [CH2:21]([O:20][C:14]1[CH:15]=[CH:16][C:17]([CH3:19])=[CH:18][C:13]=1[C:12]1[N:11]([CH2:26][C:27]2[CH:32]=[CH:31][C:30]([Cl:33])=[CH:29][CH:28]=2)[C:3]2[C:4](=[O:10])[NH:5][C:6](=[O:9])[N:7]([CH3:8])[C:2]=2[N:1]=1)[CH2:22][CH:23]=[CH2:24]. (2) The product is: [Br:13][C:14]1[C:19]([CH2:20][CH:21]([C:22]2[CH:27]=[CH:26][CH:25]=[CH:24][CH:23]=2)[OH:28])=[CH:18][CH:17]=[CH:16][N:15]=1. Given the reactants C([Li])CCC.C(NC(C)C)(C)C.[Br:13][C:14]1[C:19]([CH3:20])=[CH:18][CH:17]=[CH:16][N:15]=1.[CH:21](=[O:28])[C:22]1[CH:27]=[CH:26][CH:25]=[CH:24][CH:23]=1, predict the reaction product. (3) Given the reactants Cl.[NH2:2][NH2:3].[C:4]12[C:12](=[O:13])O[C:9](=[O:10])[C:5]=1[CH2:6][CH2:7][CH2:8]2, predict the reaction product. The product is: [C:9]1(=[O:10])[C:5]2[CH2:6][CH2:7][CH2:8][C:4]=2[C:12](=[O:13])[NH:3][NH:2]1. (4) Given the reactants Cl[C:2]1[N:3]=[CH:4][C:5]2[N:11]([CH3:12])[C:10](=[O:13])[CH2:9][CH2:8][N:7]([CH2:14][CH2:15][O:16][CH3:17])[C:6]=2[N:18]=1.[NH2:19][C:20]1[CH:28]=[CH:27][C:23]([C:24]([OH:26])=[O:25])=[CH:22][C:21]=1[O:29][CH3:30].C(O)C, predict the reaction product. The product is: [CH3:30][O:29][C:21]1[CH:22]=[C:23]([CH:27]=[CH:28][C:20]=1[NH:19][C:2]1[N:3]=[CH:4][C:5]2[N:11]([CH3:12])[C:10](=[O:13])[CH2:9][CH2:8][N:7]([CH2:14][CH2:15][O:16][CH3:17])[C:6]=2[N:18]=1)[C:24]([OH:26])=[O:25].